This data is from Full USPTO retrosynthesis dataset with 1.9M reactions from patents (1976-2016). The task is: Predict the reactants needed to synthesize the given product. (1) Given the product [OH:31][NH:37][C:38]([CH:4]1[CH:5]([CH3:6])[O:7][CH2:8][CH2:9][N:11]1[S:12]([C:15]1[CH:20]=[CH:19][C:18]([O:21][CH2:22][C:23]2[CH:24]=[CH:25][CH:26]=[CH:27][CH:28]=2)=[CH:17][CH:16]=1)(=[O:14])=[O:13])=[O:39], predict the reactants needed to synthesize it. The reactants are: COC(=O)[CH:4]([NH:11][S:12]([C:15]1[CH:20]=[CH:19][C:18]([O:21][CH2:22][C:23]2[CH:28]=[CH:27][CH:26]=[CH:25][CH:24]=2)=[CH:17][CH:16]=1)(=[O:14])=[O:13])[CH:5]([O:7][CH2:8][CH2:9]Br)[CH3:6].C(=O)([O-])[O-:31].[K+].[K+].C[N:37](C)[CH:38]=[O:39]. (2) Given the product [Cl:1][C:2]1[S:6][C:5]([S:7]([N:16]([CH2:15][C:14]2[CH:20]=[CH:21][C:22]([Cl:23])=[C:12]([Cl:11])[CH:13]=2)[CH:17]([CH3:18])[CH3:19])(=[O:9])=[O:8])=[CH:4][CH:3]=1, predict the reactants needed to synthesize it. The reactants are: [Cl:1][C:2]1[S:6][C:5]([S:7](Cl)(=[O:9])=[O:8])=[CH:4][CH:3]=1.[Cl:11][C:12]1[CH:13]=[C:14]([CH:20]=[CH:21][C:22]=1[Cl:23])[CH2:15][NH:16][CH:17]([CH3:19])[CH3:18].C(N(CC)CC)C. (3) Given the product [CH2:45]([CH:43]1[CH2:44][N:40]([CH2:39][N:33]2[CH:37]=[CH:36][CH:35]=[CH:34]2)[C:41](=[O:48])[CH2:42]1)[CH2:46][CH3:47], predict the reactants needed to synthesize it. The reactants are: C1OCCOCCOCCOCCOCCOC1.CCC([O-])(C)C.[K+].C1(C)C=CC=CC=1.[NH:33]1[CH:37]=[CH:36][CH:35]=[CH:34]1.Cl[CH2:39][N:40]1[CH2:44][CH:43]([CH2:45][CH2:46][CH3:47])[CH2:42][C:41]1=[O:48]. (4) Given the product [C:1]([C:3]1[CH:8]=[CH:7][CH:6]=[CH:5][C:4]=1[C:9]1[CH:10]=[CH:11][C:12]([CH2:15][C:16]2[C:17](=[O:44])[N:18]([C@H:28]3[CH2:29][CH2:30][C@H:31]([O:34][CH:35]([CH2:41][CH2:42][OH:46])[C:36]([O:38][CH2:39][CH3:40])=[O:37])[CH2:32][CH2:33]3)[C:19]3[N:20]([N:25]=[CH:26][N:27]=3)[C:21]=2[CH2:22][CH2:23][CH3:24])=[CH:13][CH:14]=1)#[N:2], predict the reactants needed to synthesize it. The reactants are: [C:1]([C:3]1[CH:8]=[CH:7][CH:6]=[CH:5][C:4]=1[C:9]1[CH:14]=[CH:13][C:12]([CH2:15][C:16]2[C:17](=[O:44])[N:18]([C@H:28]3[CH2:33][CH2:32][C@H:31]([O:34][CH:35]([CH2:41][CH:42]=C)[C:36]([O:38][CH2:39][CH3:40])=[O:37])[CH2:30][CH2:29]3)[C:19]3[N:20]([N:25]=[CH:26][N:27]=3)[C:21]=2[CH2:22][CH2:23][CH3:24])=[CH:11][CH:10]=1)#[N:2].I([O-])(=O)(=O)=[O:46].[Na+].CC(C)=O.C(#N)C. (5) Given the product [CH:1]1([CH2:7][O:8][C:9]2[C:10]3[N:11]([C:15]([C:19]([NH:21][C@H:22]([C:38]4[CH:39]=[CH:40][CH:41]=[CH:42][CH:43]=4)[CH2:23][NH:24][CH3:37])=[O:20])=[C:16]([CH3:18])[N:17]=3)[CH:12]=[CH:13][CH:14]=2)[CH2:6][CH2:5][CH2:4][CH2:3][CH2:2]1, predict the reactants needed to synthesize it. The reactants are: [CH:1]1([CH2:7][O:8][C:9]2[C:10]3[N:11]([C:15]([C:19]([NH:21][C@H:22]([C:38]4[CH:43]=[CH:42][CH:41]=[CH:40][CH:39]=4)[CH2:23][N:24]([CH3:37])S(C4C=CC=CC=4[N+]([O-])=O)(=O)=O)=[O:20])=[C:16]([CH3:18])[N:17]=3)[CH:12]=[CH:13][CH:14]=2)[CH2:6][CH2:5][CH2:4][CH2:3][CH2:2]1.C(=O)([O-])[O-].[K+].[K+].CC1C=CC(S)=CC=1.O.